This data is from Reaction yield outcomes from USPTO patents with 853,638 reactions. The task is: Predict the reaction yield, written as a fraction of the theoretical maximum amount of product (1.0 means a 100% yield; for example, 0.34 means a 34% yield). (1) The reactants are [F:1][C:2]1[CH:9]=[C:8]([OH:10])[CH:7]=[CH:6][C:3]=1[C:4]#[N:5].[C:11]([O:16][CH3:17])(=[O:15])[C@H:12]([CH3:14])O.C1(P(C2C=CC=CC=2)C2C=CC=CC=2)C=CC=CC=1.N(C(OCC)=O)=NC(OCC)=O. The catalyst is C1COCC1.C(OCC)(=O)C. The product is [CH3:17][O:16][C:11](=[O:15])[C@H:12]([O:10][C:8]1[CH:7]=[CH:6][C:3]([C:4]#[N:5])=[C:2]([F:1])[CH:9]=1)[CH3:14]. The yield is 0.360. (2) The reactants are [N+:1]([C:4]1[CH:5]=[CH:6][C:7]2[O:12][C@:11]([CH:14]([O:17][CH3:18])[O:15][CH3:16])([CH3:13])[C@H:10]([OH:19])[C@@H:9]([N:20]3[C:24]4[CH:25]=[CH:26][CH:27]=[CH:28][C:23]=4[O:22][C:21]3=[S:29])[C:8]=2[CH:30]=1)([O-])=O.[H][H]. The catalyst is CO.[Ni]. The product is [NH2:1][C:4]1[CH:5]=[CH:6][C:7]2[O:12][C@:11]([CH:14]([O:17][CH3:18])[O:15][CH3:16])([CH3:13])[C@H:10]([OH:19])[C@@H:9]([N:20]3[C:24]4[CH:25]=[CH:26][CH:27]=[CH:28][C:23]=4[O:22][C:21]3=[S:29])[C:8]=2[CH:30]=1. The yield is 0.960. (3) The reactants are Cl[C:2]1[CH:3]2[C:10]([I:11])=[CH:9][N:8]([CH:12]([CH3:14])[CH3:13])[CH:4]2[N:5]=[CH:6][N:7]=1.[CH3:15][NH2:16]. The catalyst is C1COCC1. The product is [I:11][C:10]1[CH:3]2[CH:4]([N:5]=[CH:6][N:7]=[C:2]2[NH:16][CH3:15])[N:8]([CH:12]([CH3:14])[CH3:13])[CH:9]=1. The yield is 0.850. (4) The reactants are [CH:1]([N:14]1[C:22]2[C:17](=[CH:18][C:19]([Cl:23])=[CH:20][CH:21]=2)[C:16]([CH2:24][CH2:25][S:26]([C:29]2C=CC(C3C=C(C=CC=3)C(OC)=O)=[CH:31][CH:30]=2)(=[O:28])=[O:27])=[C:15]1[CH2:45][CH2:46][NH:47][S:48]([CH2:51][C:52]1[CH:57]=[CH:56][CH:55]=[CH:54][C:53]=1[Cl:58])(=[O:50])=[O:49])([C:8]1[CH:13]=[CH:12][CH:11]=[CH:10][CH:9]=1)[C:2]1[CH:7]=[CH:6][CH:5]=[CH:4][CH:3]=1.[CH2:59]1[CH2:63][O:62][CH2:61][CH2:60]1.[OH-:64].[Na+]. The catalyst is CO. The product is [CH:1]([N:14]1[C:22]2[C:17](=[CH:18][C:19]([Cl:23])=[CH:20][CH:21]=2)[C:16]([CH2:24][CH2:25][S:26]([C:29]2[CH:30]=[CH:31][C:60]([C:61]([OH:64])=[O:62])=[CH:59][CH:63]=2)(=[O:28])=[O:27])=[C:15]1[CH2:45][CH2:46][NH:47][S:48]([CH2:51][C:52]1[CH:57]=[CH:56][CH:55]=[CH:54][C:53]=1[Cl:58])(=[O:50])=[O:49])([C:8]1[CH:9]=[CH:10][CH:11]=[CH:12][CH:13]=1)[C:2]1[CH:7]=[CH:6][CH:5]=[CH:4][CH:3]=1. The yield is 0.800. (5) The reactants are [CH2:1]([O:8][C:9]1[CH:18]=[C:17]2[C:12]([C:13]([O:19][C:20]3[CH:26]=[CH:25][C:23]([NH2:24])=[C:22]([Cl:27])[CH:21]=3)=[CH:14][CH:15]=[N:16]2)=[CH:11][C:10]=1[O:28][CH3:29])[C:2]1[CH:7]=[CH:6][CH:5]=[CH:4][CH:3]=1.[F:30][C:31]1[CH:36]=[C:35]([F:37])[CH:34]=[CH:33][C:32]=1[N:38]=[C:39]=[O:40]. The catalyst is C(Cl)(Cl)Cl. The product is [CH2:1]([O:8][C:9]1[CH:18]=[C:17]2[C:12]([C:13]([O:19][C:20]3[CH:26]=[CH:25][C:23]([NH:24][C:39]([NH:38][C:32]4[CH:33]=[CH:34][C:35]([F:37])=[CH:36][C:31]=4[F:30])=[O:40])=[C:22]([Cl:27])[CH:21]=3)=[CH:14][CH:15]=[N:16]2)=[CH:11][C:10]=1[O:28][CH3:29])[C:2]1[CH:7]=[CH:6][CH:5]=[CH:4][CH:3]=1. The yield is 0.940. (6) The reactants are [NH2:1][C:2]1[CH:3]=[C:4]([C:9]([F:12])([F:11])[F:10])[CH:5]=[C:6]([Br:8])[CH:7]=1.[CH3:13][S:14](Cl)(=[O:16])=[O:15]. The catalyst is N1C=CC=CC=1. The product is [Br:8][C:6]1[CH:7]=[C:2]([NH:1][S:14]([CH3:13])(=[O:16])=[O:15])[CH:3]=[C:4]([C:9]([F:12])([F:10])[F:11])[CH:5]=1. The yield is 0.790. (7) The reactants are [F:1][C:2]1[CH:7]=[CH:6][C:5]([CH2:8][C:9]#[N:10])=[CH:4][CH:3]=1.Br[CH2:12][CH2:13][CH2:14]Br.[H-].[Na+].CC(O)C. The catalyst is CCOCC.CS(C)=O.O. The product is [F:1][C:2]1[CH:7]=[CH:6][C:5]([C:8]2([C:9]#[N:10])[CH2:14][CH2:13][CH2:12]2)=[CH:4][CH:3]=1. The yield is 0.610.